This data is from Peptide-MHC class I binding affinity with 185,985 pairs from IEDB/IMGT. The task is: Regression. Given a peptide amino acid sequence and an MHC pseudo amino acid sequence, predict their binding affinity value. This is MHC class I binding data. (1) The peptide sequence is LLLIALWNL. The MHC is HLA-B51:01 with pseudo-sequence HLA-B51:01. The binding affinity (normalized) is 0. (2) The peptide sequence is GPRRAAWRI. The MHC is HLA-A24:03 with pseudo-sequence HLA-A24:03. The binding affinity (normalized) is 0.0847.